This data is from Catalyst prediction with 721,799 reactions and 888 catalyst types from USPTO. The task is: Predict which catalyst facilitates the given reaction. (1) Reactant: C(OC([N:8]1[CH2:13][CH2:12][CH:11]([N:14]2[C@H:18]([C:19]3[CH:24]=[CH:23][CH:22]=[CH:21][CH:20]=3)[CH2:17][N:16]([C:25]([O:27][CH2:28][CH3:29])=[O:26])[C:15]2=[O:30])[CH2:10][CH2:9]1)=O)(C)(C)C.C(O)(C(F)(F)F)=O. Product: [CH2:28]([O:27][C:25]([N:16]1[CH2:17][C@@H:18]([C:19]2[CH:24]=[CH:23][CH:22]=[CH:21][CH:20]=2)[N:14]([CH:11]2[CH2:12][CH2:13][NH:8][CH2:9][CH2:10]2)[C:15]1=[O:30])=[O:26])[CH3:29]. The catalyst class is: 2. (2) Reactant: [Br:1][C:2]1[N:7]=[C:6]([O:8][CH3:9])[C:5]([NH:10][NH2:11])=[CH:4][CH:3]=1.N1C=CC=CC=1.O1CCCC1.[CH2:23]([O:25][CH:26]=[CH:27][C:28](Cl)=[O:29])[CH3:24]. Product: [Br:1][C:2]1[N:7]=[C:6]([O:8][CH3:9])[C:5]([NH:10][NH:11][C:28](=[O:29])[CH:27]=[CH:26][O:25][CH2:23][CH3:24])=[CH:4][CH:3]=1. The catalyst class is: 6. (3) Reactant: [CH3:1][C:2]1[N:6]2[C:7](=[O:24])[N:8]([CH2:10][CH:11]3[CH2:16][CH2:15][N:14](C(OC(C)(C)C)=O)[CH2:13][CH2:12]3)[CH2:9][C:5]2=[CH:4][N:3]=1.[ClH:25]. Product: [ClH:25].[ClH:25].[CH3:1][C:2]1[N:6]2[C:7](=[O:24])[N:8]([CH2:10][CH:11]3[CH2:16][CH2:15][NH:14][CH2:13][CH2:12]3)[CH2:9][C:5]2=[CH:4][N:3]=1. The catalyst class is: 8. (4) Reactant: [NH2:1][C:2]1[N:3]=[N:4][C:5]([C:15]2[CH:20]=[CH:19][C:18]([CH3:21])=[CH:17][CH:16]=2)=[C:6]([C:8]2[CH:13]=[CH:12][C:11]([CH3:14])=[CH:10][CH:9]=2)[N:7]=1.[CH3:22][S:23]([O:26]C)(=[O:25])=[O:24]. Product: [S:23]([OH:26])(=[O:25])(=[O:24])[CH3:22].[NH2:1][C:2]1[N:3]([CH3:22])[NH:4][C:5]([C:15]2[CH:16]=[CH:17][C:18]([CH3:21])=[CH:19][CH:20]=2)=[C:6]([C:8]2[CH:9]=[CH:10][C:11]([CH3:14])=[CH:12][CH:13]=2)[N:7]=1. The catalyst class is: 5. (5) Reactant: [CH3:1][O:2][C:3]1[CH:12]=[C:11]([O:13][CH3:14])[CH:10]=[C:9]2[C:4]=1[C:5](=[O:27])[NH:6][C:7]([C:15]1[CH:20]=[CH:19][C:18]([N:21]3[CH2:26][CH2:25][NH:24][CH2:23][CH2:22]3)=[CH:17][CH:16]=1)=[N:8]2.[Cl:28][C:29]1[S:30][C:31]([Cl:37])=[CH:32][C:33]=1[C:34](Cl)=[O:35].CCN(CC)CC. The catalyst class is: 2. Product: [Cl:28][C:29]1[S:30][C:31]([Cl:37])=[CH:32][C:33]=1[C:34]([N:24]1[CH2:23][CH2:22][N:21]([C:18]2[CH:19]=[CH:20][C:15]([C:7]3[NH:6][C:5](=[O:27])[C:4]4[C:9](=[CH:10][C:11]([O:13][CH3:14])=[CH:12][C:3]=4[O:2][CH3:1])[N:8]=3)=[CH:16][CH:17]=2)[CH2:26][CH2:25]1)=[O:35]. (6) Reactant: [NH2:1][C:2]1[C:7]2=[CH:8][CH:9]=[C:10]([CH:11]3[CH2:16][CH2:15][N:14]([C:17]([O:19][C:20]([CH3:23])([CH3:22])[CH3:21])=[O:18])[CH2:13][CH2:12]3)[N:6]2[N:5]=[CH:4][N:3]=1.[Br:24]N1C(C)(C)C(=O)N(Br)C1=O. Product: [NH2:1][C:2]1[C:7]2=[C:8]([Br:24])[CH:9]=[C:10]([CH:11]3[CH2:12][CH2:13][N:14]([C:17]([O:19][C:20]([CH3:23])([CH3:22])[CH3:21])=[O:18])[CH2:15][CH2:16]3)[N:6]2[N:5]=[CH:4][N:3]=1. The catalyst class is: 7. (7) Reactant: [NH2:1][C:2]1[C:3]([C:8]#[C:9][C:10]2[CH:15]=[CH:14][N:13]=[C:12]([NH:16][C:17](=[O:19])[CH3:18])[CH:11]=2)=[N:4][CH:5]=[CH:6][N:7]=1.[C:20](O)([C:22]([F:25])([F:24])[F:23])=[O:21]. Product: [C:17]([NH:16][C:12]1[CH:11]=[C:10]([C:9]#[C:8][C:3]2[C:2]([NH:1][C:20](=[O:21])[C:22]([F:25])([F:24])[F:23])=[N:7][CH:6]=[CH:5][N:4]=2)[CH:15]=[CH:14][N:13]=1)(=[O:19])[CH3:18]. The catalyst class is: 192.